Task: Predict the reaction yield, written as a fraction of the theoretical maximum amount of product (1.0 means a 100% yield; for example, 0.34 means a 34% yield).. Dataset: Reaction yield outcomes from USPTO patents with 853,638 reactions (1) The reactants are [F:1][C:2]1[CH:7]=[CH:6][C:5]([CH:8]=O)=[CH:4][C:3]=1[C:10]1[CH:11]=[C:12]2[C:17](=[CH:18][CH:19]=1)[N:16]=[C:15]([C:20]1[CH:25]=[CH:24][CH:23]=[C:22]([O:26][CH3:27])[CH:21]=1)[N:14]([CH2:28][C:29]([NH:31][CH:32]([CH3:34])[CH3:33])=[O:30])[C:13]2=[O:35].[CH3:36][NH:37][CH3:38].C(O[BH-](OC(=O)C)OC(=O)C)(=O)C.[Na+]. The catalyst is ClC(Cl)C.C(O)(=O)C. The product is [CH3:36][N:37]([CH2:8][C:5]1[CH:6]=[CH:7][C:2]([F:1])=[C:3]([C:10]2[CH:11]=[C:12]3[C:17](=[CH:18][CH:19]=2)[N:16]=[C:15]([C:20]2[CH:25]=[CH:24][CH:23]=[C:22]([O:26][CH3:27])[CH:21]=2)[N:14]([CH2:28][C:29]([NH:31][CH:32]([CH3:33])[CH3:34])=[O:30])[C:13]3=[O:35])[CH:4]=1)[CH3:38]. The yield is 0.500. (2) The reactants are [C@H:1]12[NH:8][C@H:5]([CH2:6][CH2:7]1)[CH2:4][C:3](=[O:9])[CH2:2]2.[F:10][C:11]([F:22])([F:21])[C:12](O[C:12](=[O:13])[C:11]([F:22])([F:21])[F:10])=[O:13]. The catalyst is N1C=CC=CC=1. The product is [F:10][C:11]([F:22])([F:21])[C:12]([N:8]1[C@H:5]2[CH2:6][CH2:7][C@@H:1]1[CH2:2][C:3](=[O:9])[CH2:4]2)=[O:13]. The yield is 0.700. (3) The reactants are [F:1][C:2]1[CH:10]=[C:9]([F:11])[CH:8]=[C:7]2[C:3]=1[C:4]([C:13]1[N:14]=[C:15]3[C:21]([C:22]([OH:24])=O)=[CH:20][N:19]([CH2:25][O:26][CH2:27][CH2:28][Si:29]([CH3:32])([CH3:31])[CH3:30])[C:16]3=[N:17][CH:18]=1)=[N:5][N:6]2[CH3:12].C1C=C[C:36]2N(O)N=[N:39][C:37]=2[CH:38]=1.C(N)(C)C.C(N(C(C)C)CC)(C)C. The catalyst is CN(C=O)C.C(Cl)CCl. The product is [CH:37]([NH:39][C:22]([C:21]1[C:15]2[C:16](=[N:17][CH:18]=[C:13]([C:4]3[C:3]4[C:7](=[CH:8][C:9]([F:11])=[CH:10][C:2]=4[F:1])[N:6]([CH3:12])[N:5]=3)[N:14]=2)[N:19]([CH2:25][O:26][CH2:27][CH2:28][Si:29]([CH3:30])([CH3:31])[CH3:32])[CH:20]=1)=[O:24])([CH3:38])[CH3:36]. The yield is 0.370. (4) The reactants are [N:1]1[C:2]([CH2:10][OH:11])=[CH:3][N:4]2[CH:9]=[CH:8][CH:7]=[CH:6][C:5]=12.[Cl:12]N1C(=O)CCC1=O. The catalyst is CN(C=O)C. The product is [Cl:12][C:3]1[N:4]2[CH:9]=[CH:8][CH:7]=[CH:6][C:5]2=[N:1][C:2]=1[CH2:10][OH:11]. The yield is 0.650. (5) The reactants are [Br:1][C:2]1[N:7]2[CH:8]=[CH:9][N:10]=[C:6]2[C:5](Br)=[N:4][CH:3]=1.[F:12][C:13]1[CH:14]=[C:15]([NH2:26])[CH:16]=[CH:17][C:18]=1[N:19]1[CH2:24][CH2:23][N:22]([CH3:25])[CH2:21][CH2:20]1.CCN(C(C)C)C(C)C. The catalyst is CC(O)C. The product is [Br:1][C:2]1[N:7]2[CH:8]=[CH:9][N:10]=[C:6]2[C:5]([NH:26][C:15]2[CH:16]=[CH:17][C:18]([N:19]3[CH2:24][CH2:23][N:22]([CH3:25])[CH2:21][CH2:20]3)=[C:13]([F:12])[CH:14]=2)=[N:4][CH:3]=1. The yield is 0.0500. (6) The reactants are [CH3:1][C:2]1[CH:7]=[CH:6][N:5]=[CH:4][C:3]=1[N:8]1[CH2:12][CH2:11][NH:10][C:9]1=[O:13].Br[C:15]1[CH:23]=[CH:22][C:18]2[S:19][CH:20]=[CH:21][C:17]=2[CH:16]=1.N[C@@H]1CCCC[C@H]1N.P([O-])([O-])([O-])=O.[K+].[K+].[K+]. The catalyst is [Cu](I)I.O1CCOCC1. The product is [S:19]1[CH:20]=[CH:21][C:17]2[CH:16]=[C:15]([N:10]3[CH:11]=[CH:12][N:8]([C:3]4[CH:4]=[N:5][CH:6]=[CH:7][C:2]=4[CH3:1])[C:9]3=[O:13])[CH:23]=[CH:22][C:18]1=2. The yield is 0.0461. (7) The reactants are [CH3:1][C@H:2]([NH:11][C@H:12]1[CH2:17][CH2:16][C@H:15]([C:18]2[CH:27]=[CH:26][C:21]3[NH:22][C:23](=[O:25])[O:24][C:20]=3[CH:19]=2)[CH2:14][CH2:13]1)[CH2:3][CH2:4][C:5]1[CH:10]=[CH:9][CH:8]=[CH:7][CH:6]=1.[CH:28](=O)[CH3:29].Cl. No catalyst specified. The product is [CH2:28]([N:11]([C@@H:2]([CH3:1])[CH2:3][CH2:4][C:5]1[CH:6]=[CH:7][CH:8]=[CH:9][CH:10]=1)[C@H:12]1[CH2:13][CH2:14][C@H:15]([C:18]2[CH:27]=[CH:26][C:21]3[NH:22][C:23](=[O:25])[O:24][C:20]=3[CH:19]=2)[CH2:16][CH2:17]1)[CH3:29]. The yield is 0.500. (8) The reactants are [CH3:1][O-].[Na+].[NH2:4][C:5]1[CH:10]=[CH:9][C:8]([C:11]2[CH:12]=[C:13]3[C:18](=[CH:19][CH:20]=2)[CH:17]=[C:16]([O:21][CH2:22][CH2:23][O:24][CH2:25][CH2:26][O:27][CH2:28][CH2:29][OH:30])[CH:15]=[CH:14]3)=[CH:7][CH:6]=1.C=O.[BH4-].[Na+]. The catalyst is CO. The product is [CH3:1][NH:4][C:5]1[CH:6]=[CH:7][C:8]([C:11]2[CH:12]=[C:13]3[C:18](=[CH:19][CH:20]=2)[CH:17]=[C:16]([O:21][CH2:22][CH2:23][O:24][CH2:25][CH2:26][O:27][CH2:28][CH2:29][OH:30])[CH:15]=[CH:14]3)=[CH:9][CH:10]=1. The yield is 0.880.